Task: Regression/Classification. Given a drug SMILES string, predict its absorption, distribution, metabolism, or excretion properties. Task type varies by dataset: regression for continuous measurements (e.g., permeability, clearance, half-life) or binary classification for categorical outcomes (e.g., BBB penetration, CYP inhibition). Dataset: cyp2d6_veith.. Dataset: CYP2D6 inhibition data for predicting drug metabolism from PubChem BioAssay The molecule is COC(=O)COc1ccc(/C=C2/SC(=O)N(CC(=O)N3CCCC3)C2=O)cc1Br. The result is 0 (non-inhibitor).